From a dataset of Forward reaction prediction with 1.9M reactions from USPTO patents (1976-2016). Predict the product of the given reaction. (1) Given the reactants [CH:1]1([C:4]2[CH:5]=[CH:6][C:7]([C:15]([NH:17][C:18]([CH2:24][CH3:25])([CH2:22][CH3:23])[C:19](O)=[O:20])=[O:16])=[N:8][C:9]=2[O:10][CH2:11][CH:12]2[CH2:14][CH2:13]2)[CH2:3][CH2:2]1.[NH:26]1[CH2:29][CH2:28][CH2:27]1, predict the reaction product. The product is: [N:26]1([C:19]([C:18]([NH:17][C:15]([C:7]2[CH:6]=[CH:5][C:4]([CH:1]3[CH2:3][CH2:2]3)=[C:9]([O:10][CH2:11][CH:12]3[CH2:13][CH2:14]3)[N:8]=2)=[O:16])([CH2:22][CH3:23])[CH2:24][CH3:25])=[O:20])[CH2:29][CH2:28][CH2:27]1. (2) Given the reactants [N:1]1[CH:6]=[CH:5][CH:4]=[CH:3][C:2]=1[C@H:7]([NH:9][S@@](C(C)(C)C)=O)[CH3:8].[ClH:16].O1CCOCC1, predict the reaction product. The product is: [ClH:16].[ClH:16].[N:1]1[CH:6]=[CH:5][CH:4]=[CH:3][C:2]=1[C@H:7]([NH2:9])[CH3:8]. (3) Given the reactants [C:1]([O:5][C:6]([N:8]1[CH2:13][CH2:12][CH:11]([O:14][C:15]2[N:16]=[N:17][C:18]([CH2:39][CH2:40][CH2:41][CH3:42])=[C:19]([C:21]3[CH:26]=[CH:25][C:24]([O:27][CH:28]4[CH2:33][CH2:32][CH2:31][CH2:30][CH2:29]4)=[C:23]([C:34]4[CH:35]=[N:36][NH:37][CH:38]=4)[CH:22]=3)[CH:20]=2)[CH2:10][CH2:9]1)=[O:7])([CH3:4])([CH3:3])[CH3:2].CC(C)([O-])C.[K+].Br[CH2:50][CH2:51][O:52][CH3:53], predict the reaction product. The product is: [C:1]([O:5][C:6]([N:8]1[CH2:9][CH2:10][CH:11]([O:14][C:15]2[N:16]=[N:17][C:18]([CH2:39][CH2:40][CH2:41][CH3:42])=[C:19]([C:21]3[CH:26]=[CH:25][C:24]([O:27][CH:28]4[CH2:33][CH2:32][CH2:31][CH2:30][CH2:29]4)=[C:23]([C:34]4[CH:38]=[N:37][N:36]([CH2:50][CH2:51][O:52][CH3:53])[CH:35]=4)[CH:22]=3)[CH:20]=2)[CH2:12][CH2:13]1)=[O:7])([CH3:4])([CH3:3])[CH3:2]. (4) Given the reactants [CH2:1]([N:8]([CH2:12][CH:13]1[O:18][C:17]2[CH:19]=[C:20]([S:23]([CH3:26])(=[O:25])=[O:24])[CH:21]=[CH:22][C:16]=2[CH2:15][O:14]1)CCC)[C:2]1C=CC=C[CH:3]=1.CC(O)=O, predict the reaction product. The product is: [CH3:26][S:23]([C:20]1[CH:21]=[CH:22][C:16]2[CH2:15][O:14][CH:13]([CH2:12][NH:8][CH2:1][CH2:2][CH3:3])[O:18][C:17]=2[CH:19]=1)(=[O:24])=[O:25]. (5) Given the reactants [Br:1][C:2]1[CH:7]=[CH:6][C:5]([Br:8])=[CH:4][C:3]=1[S:9]([NH:12][C@H:13]1[CH2:17][N:16]([C:18](OC(C)(C)C)=O)[C@@H:15]([CH3:25])[CH2:14]1)(=[O:11])=[O:10].Cl.CC[N:29](C(C)C)C(C)C.BrC#N.C(O)C(N)(CO)CO, predict the reaction product. The product is: [Br:1][C:2]1[CH:7]=[CH:6][C:5]([Br:8])=[CH:4][C:3]=1[S:9]([NH:12][C@@H:13]1[CH2:14][C@H:15]([CH3:25])[N:16]([C:18]#[N:29])[CH2:17]1)(=[O:11])=[O:10]. (6) Given the reactants [Br:1][C:2]1[C:6]2[CH:7]=[C:8]([CH2:11]Br)[CH:9]=[CH:10][C:5]=2[S:4][CH:3]=1.[OH:13][C:14]1[N:19]=[CH:18][C:17]([CH:20]([C:27]#[C:28][CH3:29])[CH2:21][C:22]([O:24][CH2:25][CH3:26])=[O:23])=[CH:16][CH:15]=1, predict the reaction product. The product is: [Br:1][C:2]1[C:6]2[CH:7]=[C:8]([CH2:11][O:13][C:14]3[N:19]=[CH:18][C:17]([CH:20]([C:27]#[C:28][CH3:29])[CH2:21][C:22]([O:24][CH2:25][CH3:26])=[O:23])=[CH:16][CH:15]=3)[CH:9]=[CH:10][C:5]=2[S:4][CH:3]=1.